Predict the reaction yield, written as a fraction of the theoretical maximum amount of product (1.0 means a 100% yield; for example, 0.34 means a 34% yield). From a dataset of Reaction yield outcomes from USPTO patents with 853,638 reactions. (1) The reactants are [Br:1][C:2]1[CH:3]=[C:4]([CH:8]=[C:9]([O:11][CH3:12])[CH:10]=1)[C:5](O)=[O:6].S(Cl)(Cl)=O.C[N:18](C=O)C. The catalyst is C1(C)C=CC=CC=1. The product is [Br:1][C:2]1[CH:3]=[C:4]([CH:8]=[C:9]([O:11][CH3:12])[CH:10]=1)[C:5]([NH2:18])=[O:6]. The yield is 0.900. (2) The reactants are C([N:9]1[CH2:18][CH2:17][C:16]2[N:15]=[C:14]([CH3:19])[O:13][C:12]=2[C:11]2[CH:20]=[CH:21][CH:22]=[CH:23][C:10]1=2)(=O)C1C=CC=CC=1. The catalyst is Cl.O1CCOCC1. The product is [CH3:19][C:14]1[O:13][C:12]2[C:11]3[CH:20]=[CH:21][CH:22]=[CH:23][C:10]=3[NH:9][CH2:18][CH2:17][C:16]=2[N:15]=1. The yield is 0.820. (3) The reactants are [Si]([O:8][CH2:9][CH2:10][CH2:11][NH:12][CH3:13])(C(C)(C)C)(C)C.[C:14](O[C:14]([O:16][C:17]([CH3:20])([CH3:19])[CH3:18])=[O:15])([O:16][C:17]([CH3:20])([CH3:19])[CH3:18])=[O:15].[F-].C([N+](CCCC)(CCCC)CCCC)CCC. The catalyst is C(Cl)Cl.CN(C)C1C=CN=CC=1. The product is [OH:8][CH2:9][CH2:10][CH2:11][N:12]([CH3:13])[C:14](=[O:15])[O:16][C:17]([CH3:20])([CH3:19])[CH3:18]. The yield is 0.920. (4) The reactants are C1(P(C2C=CC=CC=2)C2C=CC=CC=2)C=CC=CC=1.BrN1C(=O)CCC1=O.[Cl:28][C:29]1[CH:30]=[C:31]([CH:39]([CH2:43][CH:44]2[CH2:48][CH2:47][CH2:46][CH2:45]2)[C:40]([OH:42])=O)[CH:32]=[CH:33][C:34]=1[S:35]([CH3:38])(=[O:37])=[O:36].[NH2:49][C:50]1[CH:55]=[CH:54][CH:53]=[CH:52][N:51]=1.N1C=CC=CC=1. The catalyst is C(Cl)Cl.O. The product is [Cl:28][C:29]1[CH:30]=[C:31]([CH:39]([CH2:43][CH:44]2[CH2:48][CH2:47][CH2:46][CH2:45]2)[C:40]([NH:49][C:50]2[CH:55]=[CH:54][CH:53]=[CH:52][N:51]=2)=[O:42])[CH:32]=[CH:33][C:34]=1[S:35]([CH3:38])(=[O:36])=[O:37]. The yield is 0.850. (5) The reactants are [I-:1].[Na+].C(Cl)(=O)C.Cl[C:8]1[C:13]([C:14]([O:16][CH2:17][CH3:18])=[O:15])=[C:12]([CH3:19])[N:11]=[C:10]2[S:20][C:21]3[CH2:26][CH2:25][CH2:24][CH2:23][C:22]=3[C:9]=12. The product is [I:1][C:8]1[C:13]([C:14]([O:16][CH2:17][CH3:18])=[O:15])=[C:12]([CH3:19])[N:11]=[C:10]2[S:20][C:21]3[CH2:26][CH2:25][CH2:24][CH2:23][C:22]=3[C:9]=12. The catalyst is C(#N)C. The yield is 0.780. (6) The reactants are [NH2:1][C:2]1[CH:3]=[C:4]([CH:21]=[CH:22][CH:23]=1)[O:5][C:6]1[CH:7]=[CH:8][C:9]2[N:10]([CH:12]=[C:13]([NH:15][C:16]([CH:18]3[CH2:20][CH2:19]3)=[O:17])[N:14]=2)[N:11]=1.[C:24]([C:27]1[S:31][C:30]([C:32](O)=[O:33])=[CH:29][CH:28]=1)(=[O:26])[CH3:25].Cl.CN(C)CCCN=C=NCC.ON1C2C=CC=CC=2N=N1. The catalyst is CN(C)C=O. The product is [C:24]([C:27]1[S:31][C:30]([C:32]([NH:1][C:2]2[CH:23]=[CH:22][CH:21]=[C:4]([O:5][C:6]3[CH:7]=[CH:8][C:9]4[N:10]([CH:12]=[C:13]([NH:15][C:16]([CH:18]5[CH2:20][CH2:19]5)=[O:17])[N:14]=4)[N:11]=3)[CH:3]=2)=[O:33])=[CH:29][CH:28]=1)(=[O:26])[CH3:25]. The yield is 0.480. (7) No catalyst specified. The product is [S:1]1[C:5]([C:6](=[O:8])/[CH:7]=[CH:15]/[N:16]([CH3:18])[CH3:17])=[CH:4][C:3]2[CH:9]=[CH:10][CH:11]=[CH:12][C:2]1=2. The yield is 0.840. The reactants are [S:1]1[C:5]([C:6](=[O:8])[CH3:7])=[CH:4][C:3]2[CH:9]=[CH:10][CH:11]=[CH:12][C:2]1=2.CO[CH:15](OC)[N:16]([CH3:18])[CH3:17].